This data is from Forward reaction prediction with 1.9M reactions from USPTO patents (1976-2016). The task is: Predict the product of the given reaction. Given the reactants [F:1][C:2]([F:26])([F:25])[C:3]1[CH:4]=[C:5]([S:9][CH2:10][C@@H:11]2[CH2:16][CH2:15][C@H:14]([NH:17][C:18](=[O:24])[O:19][C:20]([CH3:23])([CH3:22])[CH3:21])[CH2:13][CH2:12]2)[CH:6]=[CH:7][CH:8]=1.C([O-])(O)=[O:28].[Na+].C1C=C(Cl)C=C(C(OO)=O)C=1.[OH2:43], predict the reaction product. The product is: [F:26][C:2]([F:25])([F:1])[C:3]1[CH:4]=[C:5]([S:9]([CH2:10][C@@H:11]2[CH2:12][CH2:13][C@H:14]([NH:17][C:18](=[O:24])[O:19][C:20]([CH3:22])([CH3:23])[CH3:21])[CH2:15][CH2:16]2)(=[O:28])=[O:43])[CH:6]=[CH:7][CH:8]=1.